From a dataset of Reaction yield outcomes from USPTO patents with 853,638 reactions. Predict the reaction yield, written as a fraction of the theoretical maximum amount of product (1.0 means a 100% yield; for example, 0.34 means a 34% yield). (1) The reactants are [CH3:1][C:2]1[C:7]([CH2:8][C:9]([OH:11])=[O:10])=[CH:6][CH:5]=[C:4]([C:12]2[CH:17]=[CH:16][C:15]([C:18]([F:21])([F:20])[F:19])=[CH:14][CH:13]=2)[N:3]=1.S(Cl)(Cl)=O.[CH3:26]O. No catalyst specified. The product is [CH3:26][O:10][C:9](=[O:11])[CH2:8][C:7]1[C:2]([CH3:1])=[N:3][C:4]([C:12]2[CH:17]=[CH:16][C:15]([C:18]([F:19])([F:21])[F:20])=[CH:14][CH:13]=2)=[CH:5][CH:6]=1. The yield is 0.973. (2) The reactants are [N:1]1[C:10]2[CH2:9][CH2:8][CH2:7][CH2:6][C:5]=2[CH:4]=[C:3]([CH:11]=O)[CH:2]=1.[NH:13]1[CH2:18][CH2:17][O:16][CH2:15][CH2:14]1.[BH-](OC(C)=O)(OC(C)=O)OC(C)=O.[Na+]. The catalyst is ClCCCl. The product is [N:13]1([CH2:11][C:3]2[CH:2]=[N:1][C:10]3[CH2:9][CH2:8][CH2:7][CH2:6][C:5]=3[CH:4]=2)[CH2:18][CH2:17][O:16][CH2:15][CH2:14]1. The yield is 0.760. (3) The reactants are C([O:4][C@H:5]1[CH2:22][CH2:21][C@@:20]2([CH3:23])[C:7](=[CH:8][CH2:9][C@@H:10]3[C@@H:19]2[CH2:18][CH2:17][C@@:15]2([CH3:16])[C@H:11]3[CH2:12][CH:13]=[C:14]2[N:24]2[C:28]3[CH:29]=[CH:30][CH:31]=[CH:32][C:27]=3[N:26]=[CH:25]2)[CH2:6]1)(=O)C.[OH-].[K+]. The catalyst is CO. The product is [OH:4][C@H:5]1[CH2:22][CH2:21][C@@:20]2([CH3:23])[C:7](=[CH:8][CH2:9][C@@H:10]3[C@@H:19]2[CH2:18][CH2:17][C@@:15]2([CH3:16])[C@H:11]3[CH2:12][CH:13]=[C:14]2[N:24]2[C:28]3[CH:29]=[CH:30][CH:31]=[CH:32][C:27]=3[N:26]=[CH:25]2)[CH2:6]1. The yield is 0.940. (4) The yield is 0.380. The product is [NH2:28][C:29]1[C:34]([C:35]#[N:36])=[C:33]([NH:1][C@H:2]([C:4]2[N:9]([C:10]3[CH:15]=[CH:14][CH:13]=[CH:12][CH:11]=3)[C:8](=[O:16])[C:7]3=[C:17]([S:20][C:21]4[CH:26]=[CH:25][CH:24]=[CH:23][C:22]=4[OH:27])[CH:18]=[CH:19][N:6]3[N:5]=2)[CH3:3])[N:32]=[CH:31][N:30]=1. The reactants are [NH2:1][C@H:2]([C:4]1[N:9]([C:10]2[CH:15]=[CH:14][CH:13]=[CH:12][CH:11]=2)[C:8](=[O:16])[C:7]2=[C:17]([S:20][C:21]3[CH:26]=[CH:25][CH:24]=[CH:23][C:22]=3[OH:27])[CH:18]=[CH:19][N:6]2[N:5]=1)[CH3:3].[NH2:28][C:29]1[C:34]([C:35]#[N:36])=[C:33](Cl)[N:32]=[CH:31][N:30]=1.C(N(CC)C(C)C)(C)C. The catalyst is C(O)(C)(C)C.